From a dataset of Catalyst prediction with 721,799 reactions and 888 catalyst types from USPTO. Predict which catalyst facilitates the given reaction. (1) Reactant: N[C:2]1[CH:7]=[CH:6][C:5]([CH3:8])=[CH:4][C:3]=1O.ClC(Cl)(OC(=O)OC(Cl)(Cl)Cl)Cl.C(N(C(C)C)CC)(C)C.[CH3:31][C:32]1[CH:41]=[CH:40][C:35]2[NH:36][C:37](=[O:39])[O:38][C:34]=2[CH:33]=1.C([O-])([O-])=O.[K+].[K+].C(Br)C1C=CC=CC=1. Product: [CH2:8]([N:36]1[C:35]2[CH:40]=[CH:41][C:32]([CH3:31])=[CH:33][C:34]=2[O:38][C:37]1=[O:39])[C:5]1[CH:6]=[CH:7][CH:2]=[CH:3][CH:4]=1. The catalyst class is: 59. (2) Reactant: [NH2:1][C:2]1[CH:7]=[CH:6][CH:5]=[CH:4][C:3]=1[S:8]([NH2:11])(=[O:10])=[O:9].C(N(CC)CC)C.[C:19](Cl)([CH3:21])=[O:20]. Product: [C:19]([NH:1][C:2]1[CH:7]=[CH:6][CH:5]=[CH:4][C:3]=1[S:8]([NH2:11])(=[O:9])=[O:10])(=[O:20])[CH3:21]. The catalyst class is: 1. (3) Reactant: [Si]([O:8][C:9]1[CH:10]=[C:11]([C:15]2[CH:20]=[CH:19][C:18]([C@H:21]3[N:24]([C:25]4[CH:30]=[CH:29][CH:28]=[CH:27][CH:26]=4)[C:23](=[O:31])[C@@H:22]3[CH2:32][CH2:33][C@H:34]([O:42][Si:43]([C:46]([CH3:49])([CH3:48])[CH3:47])([CH3:45])[CH3:44])[C:35]3[CH:40]=[CH:39][C:38]([F:41])=[CH:37][CH:36]=3)=[CH:17][CH:16]=2)[CH:12]=[CH:13][CH:14]=1)(C(C)(C)C)(C)C.[F-].[K+].C(OCC)(=O)C. Product: [Si:43]([O:42][C@H:34]([C:35]1[CH:36]=[CH:37][C:38]([F:41])=[CH:39][CH:40]=1)[CH2:33][CH2:32][C@@H:22]1[C@@H:21]([C:18]2[CH:19]=[CH:20][C:15]([C:11]3[CH:12]=[CH:13][CH:14]=[C:9]([OH:8])[CH:10]=3)=[CH:16][CH:17]=2)[N:24]([C:25]2[CH:26]=[CH:27][CH:28]=[CH:29][CH:30]=2)[C:23]1=[O:31])([C:46]([CH3:49])([CH3:48])[CH3:47])([CH3:45])[CH3:44]. The catalyst class is: 5. (4) Reactant: [C:1]([O:5][C:6]([NH:8][CH2:9][CH:10]([S:20]C(=O)C)[CH2:11][NH:12][C:13]([O:15][C:16]([CH3:19])([CH3:18])[CH3:17])=[O:14])=[O:7])([CH3:4])([CH3:3])[CH3:2].C(=O)([O-])[O-].[K+].[K+]. Product: [C:1]([O:5][C:6]([NH:8][CH2:9][CH:10]([SH:20])[CH2:11][NH:12][C:13]([O:15][C:16]([CH3:19])([CH3:18])[CH3:17])=[O:14])=[O:7])([CH3:4])([CH3:3])[CH3:2]. The catalyst class is: 5. (5) Reactant: Cl.[Cl:2][C:3]1[CH:8]=[CH:7][C:6]([CH:9]([CH2:13][C:14]2[CH:19]=[CH:18][C:17]([Cl:20])=[CH:16][CH:15]=2)[CH:10]([NH2:12])[CH3:11])=[CH:5][CH:4]=1.[Cl:21][C:22]1[CH:27]=[CH:26][C:25]([O:28][C:29]2([C:35](O)=[O:36])[CH2:34][CH2:33][CH2:32][CH2:31][CH2:30]2)=[CH:24][CH:23]=1.C(N(CC)C(C)C)(C)C. Product: [Cl:2][C:3]1[CH:8]=[CH:7][C:6]([CH:9]([CH2:13][C:14]2[CH:15]=[CH:16][C:17]([Cl:20])=[CH:18][CH:19]=2)[CH:10]([NH:12][C:35]([C:29]2([O:28][C:25]3[CH:24]=[CH:23][C:22]([Cl:21])=[CH:27][CH:26]=3)[CH2:34][CH2:33][CH2:32][CH2:31][CH2:30]2)=[O:36])[CH3:11])=[CH:5][CH:4]=1. The catalyst class is: 2. (6) Reactant: C([O:5][C:6](=[O:50])[CH2:7][N:8]1[CH2:13][CH2:12][N:11]([C:14]([N:16]2[C@@:20]([C:22]3[CH:27]=[CH:26][C:25]([Cl:28])=[CH:24][CH:23]=3)([CH3:21])[C@@:19]([C:30]3[CH:35]=[CH:34][C:33]([Cl:36])=[CH:32][CH:31]=3)([CH3:29])[N:18]=[C:17]2[C:37]2[CH:38]=[N:39][C:40]([C:46]([CH3:49])([CH3:48])[CH3:47])=[CH:41][C:42]=2[O:43][CH2:44][CH3:45])=[O:15])[CH2:10][CH2:9]1)(C)(C)C.[OH-].[Li+].Cl. Product: [ClH:28].[C:46]([C:40]1[N:39]=[CH:38][C:37]([C:17]2[N:16]([C:14]([N:11]3[CH2:10][CH2:9][N:8]([CH2:7][C:6]([OH:50])=[O:5])[CH2:13][CH2:12]3)=[O:15])[C@@:20]([C:22]3[CH:23]=[CH:24][C:25]([Cl:28])=[CH:26][CH:27]=3)([CH3:21])[C@@:19]([C:30]3[CH:31]=[CH:32][C:33]([Cl:36])=[CH:34][CH:35]=3)([CH3:29])[N:18]=2)=[C:42]([O:43][CH2:44][CH3:45])[CH:41]=1)([CH3:47])([CH3:48])[CH3:49]. The catalyst class is: 111. (7) Reactant: [CH3:1][C:2]([CH3:22])([CH3:21])[CH2:3][CH2:4][C:5]1[CH:16]=[CH:15][C:8]([C:9](N(OC)C)=[O:10])=[CH:7][C:6]=1[C:17]([F:20])([F:19])[F:18].[CH3:23][Mg]Br.O1CCCC1.Cl.O. Product: [CH3:1][C:2]([CH3:22])([CH3:21])[CH2:3][CH2:4][C:5]1[CH:16]=[CH:15][C:8]([C:9](=[O:10])[CH3:23])=[CH:7][C:6]=1[C:17]([F:20])([F:19])[F:18]. The catalyst class is: 54. (8) The catalyst class is: 1. Reactant: [CH3:1]/[C:2](=[CH:9]\[C:10]1[CH:15]=[CH:14][CH:13]=[CH:12][CH:11]=1)/[CH2:3][CH2:4][C:5](OC)=[O:6].[H-].[Al+3].[Li+].[H-].[H-].[H-]. Product: [CH3:1]/[C:2](=[CH:9]\[C:10]1[CH:15]=[CH:14][CH:13]=[CH:12][CH:11]=1)/[CH2:3][CH2:4][CH2:5][OH:6]. (9) Reactant: FC(F)(F)C(O)=O.[N:8]1([CH2:13][C:14]2[CH:19]=[CH:18][C:17]([C:20]3[CH:24]=[C:23]([CH2:25][CH:26]([CH3:28])[CH3:27])[S:22][C:21]=3[S:29]([NH:32]C(C)(C)C)(=[O:31])=[O:30])=[CH:16][CH:15]=2)[CH:12]=[CH:11][N:10]=[CH:9]1. Product: [N:8]1([CH2:13][C:14]2[CH:19]=[CH:18][C:17]([C:20]3[CH:24]=[C:23]([CH2:25][CH:26]([CH3:28])[CH3:27])[S:22][C:21]=3[S:29]([NH2:32])(=[O:31])=[O:30])=[CH:16][CH:15]=2)[CH:12]=[CH:11][N:10]=[CH:9]1. The catalyst class is: 520.